This data is from Full USPTO retrosynthesis dataset with 1.9M reactions from patents (1976-2016). The task is: Predict the reactants needed to synthesize the given product. (1) Given the product [NH2:9][C:3]1[N:4]=[CH:5][N:6]=[C:7]([NH:10][CH2:11][C@@H:12]2[CH2:17][CH2:16][N:15]([C:18](=[O:20])/[CH:47]=[CH:46]/[CH2:45][N:44]([CH3:51])[CH3:43])[CH2:14][C@H:13]2[OH:25])[C:2]=1[C:30]1[CH:31]=[CH:32][C:27]([O:26][C:33]2[CH:38]=[CH:37][CH:36]=[CH:35][CH:34]=2)=[CH:28][CH:29]=1, predict the reactants needed to synthesize it. The reactants are: Cl[C:2]1[C:3]([NH2:9])=[N:4][CH:5]=[N:6][C:7]=1Cl.[NH2:10][CH2:11][C@@H:12]1[CH2:17][CH2:16][N:15]([C:18]([O:20]C(C)(C)C)=O)[CH2:14][C@H:13]1[OH:25].[O:26]([C:33]1[CH:38]=[CH:37][C:36](B(O)O)=[CH:35][CH:34]=1)[C:27]1[CH:32]=[CH:31][CH:30]=[CH:29][CH:28]=1.Cl.[CH3:43][N:44]([CH3:51])[CH2:45]/[CH:46]=[CH:47]/C(O)=O. (2) The reactants are: [Cl:1][C:2]1[N:7]=[C:6](Cl)[C:5]([Cl:9])=[CH:4][N:3]=1.[CH3:10][S-:11].[Na+].CCCCCC. Given the product [Cl:1][C:2]1[N:7]=[C:6]([S:11][CH3:10])[C:5]([Cl:9])=[CH:4][N:3]=1, predict the reactants needed to synthesize it.